Dataset: Full USPTO retrosynthesis dataset with 1.9M reactions from patents (1976-2016). Task: Predict the reactants needed to synthesize the given product. The reactants are: [C:1]([O:5][CH:6]([C:11]1[N:16]([CH3:17])[C:15](=[O:18])[C:14]2[NH:19][CH:20]=[CH:21][C:13]=2[C:12]=1[C:22]1[CH:27]=[CH:26][C:25]([Cl:28])=[CH:24][CH:23]=1)[C:7]([O:9]C)=[O:8])([CH3:4])([CH3:3])[CH3:2].Br[CH:30]([C:32]1[CH:37]=[CH:36][CH:35]=[CH:34][CH:33]=1)[CH3:31]. Given the product [C:1]([O:5][CH:6]([C:11]1[N:16]([CH3:17])[C:15](=[O:18])[C:14]2[N:19]([CH:30]([C:32]3[CH:37]=[CH:36][CH:35]=[CH:34][CH:33]=3)[CH3:31])[CH:20]=[CH:21][C:13]=2[C:12]=1[C:22]1[CH:23]=[CH:24][C:25]([Cl:28])=[CH:26][CH:27]=1)[C:7]([OH:9])=[O:8])([CH3:2])([CH3:4])[CH3:3], predict the reactants needed to synthesize it.